Dataset: Forward reaction prediction with 1.9M reactions from USPTO patents (1976-2016). Task: Predict the product of the given reaction. Given the reactants [Br:1][C:2]1[CH:3]=[C:4]([NH:9][S:10](/[CH:13]=[CH:14]/[C:15]2[CH:20]=[CH:19][CH:18]=[CH:17][CH:16]=2)(=[O:12])=[O:11])[C:5]([CH3:8])=[N:6][CH:7]=1.C(=O)([O-])[O-].[K+].[K+].[I-].[Na+].[CH2:29](Br)[CH:30]=[CH2:31], predict the reaction product. The product is: [CH2:31]([N:9]([C:4]1[C:5]([CH3:8])=[N:6][CH:7]=[C:2]([Br:1])[CH:3]=1)[S:10](/[CH:13]=[CH:14]/[C:15]1[CH:20]=[CH:19][CH:18]=[CH:17][CH:16]=1)(=[O:12])=[O:11])[CH:30]=[CH2:29].